This data is from Forward reaction prediction with 1.9M reactions from USPTO patents (1976-2016). The task is: Predict the product of the given reaction. (1) Given the reactants C(N(C(C)C)CC)(C)C.Cl[CH2:11][O:12][CH3:13].[Cl:14][C:15]1[CH:20]=C(O)[CH:18]=[CH:17][C:16]=1[CH:22]1[O:26][C:25]([CH3:28])([CH3:27])[O:24][C:23]1=[O:29], predict the reaction product. The product is: [Cl:14][C:15]1[CH:20]=[C:11]([O:12][CH3:13])[CH:18]=[CH:17][C:16]=1[CH:22]1[O:26][C:25]([CH3:27])([CH3:28])[O:24][C:23]1=[O:29]. (2) Given the reactants [O:1]=[C:2]1[CH2:7][C:6](=[O:8])[CH2:5][CH2:4][N:3]1[C:9]([O:11][C:12]([CH3:15])([CH3:14])[CH3:13])=[O:10].[Li+].C[Si]([N-][Si](C)(C)C)(C)C.[CH2:26](Br)[C:27]1[CH:32]=[CH:31][CH:30]=[CH:29][CH:28]=1.OS([O-])(=O)=O.[K+], predict the reaction product. The product is: [CH2:26]([CH:5]1[CH2:4][N:3]([C:9]([O:11][C:12]([CH3:15])([CH3:14])[CH3:13])=[O:10])[C:2](=[O:1])[CH2:7][C:6]1=[O:8])[C:27]1[CH:32]=[CH:31][CH:30]=[CH:29][CH:28]=1. (3) Given the reactants [N+:1]([C:4]1[CH:5]=[CH:6][C:7]2[O:11][C:10](=[O:12])[CH2:9][C:8]=2[CH:13]=1)([O-:3])=[O:2].[C:14](O)(=[O:19])[CH2:15][CH2:16][CH2:17][CH3:18].C(OC(=O)CCCC)(=O)CCCC, predict the reaction product. The product is: [OH:19][C:14](=[C:9]1[C:8]2[CH:13]=[C:4]([N+:1]([O-:3])=[O:2])[CH:5]=[CH:6][C:7]=2[O:11][C:10]1=[O:12])[CH2:15][CH2:16][CH2:17][CH3:18]. (4) Given the reactants S(=O)(=O)(O)O.[Cl:6][C:7]1[CH:8]=[CH:9][C:10]2[N:16]([CH2:17][C:18]([CH3:22])([CH3:21])[CH2:19][OH:20])[C:15](=[O:23])[C@@H:14]([CH2:24][C:25]3[S:26][C:27]([CH2:30][C:31]([OH:33])=[O:32])=[CH:28][N:29]=3)[O:13][C@H:12]([C:34]3[CH:39]=[CH:38][CH:37]=[C:36]([O:40][CH3:41])[C:35]=3[O:42][CH3:43])[C:11]=2[CH:44]=1.N1[CH:49]=[CH:48]N=C1.[C:50]([Si:54]([CH3:57])([CH3:56])Cl)([CH3:53])([CH3:52])[CH3:51], predict the reaction product. The product is: [Si:54]([O:20][CH2:19][C:18]([CH3:21])([CH3:22])[CH2:17][N:16]1[C:10]2[CH:9]=[CH:8][C:7]([Cl:6])=[CH:44][C:11]=2[C@@H:12]([C:34]2[CH:39]=[CH:38][CH:37]=[C:36]([O:40][CH3:41])[C:35]=2[O:42][CH3:43])[O:13][C@H:14]([CH2:24][C:25]2[S:26][C:27]([CH2:30][C:31]([O:33][CH2:48][CH3:49])=[O:32])=[CH:28][N:29]=2)[C:15]1=[O:23])([C:50]([CH3:53])([CH3:52])[CH3:51])([CH3:57])[CH3:56]. (5) The product is: [Br:24][CH2:20][CH2:27][C:28]1[CH:29]=[CH:30][C:31]2[N:32]([N:34]=[C:35]([C:48]3[CH:53]=[CH:52][CH:51]=[CH:50][CH:49]=3)[C:36]=2[CH2:37][C:38]2[N:43]=[C:42]([C:44]([O:46][CH3:47])=[O:45])[CH:41]=[CH:40][CH:39]=2)[CH:33]=1. Given the reactants C1(P(C2C=CC=CC=2)C2C=CC=CC=2)C=CC=CC=1.[C:20]([Br:24])(Br)(Br)Br.OC[CH2:27][C:28]1[CH:29]=[CH:30][C:31]2[N:32]([N:34]=[C:35]([C:48]3[CH:53]=[CH:52][CH:51]=[CH:50][CH:49]=3)[C:36]=2[CH2:37][C:38]2[N:43]=[C:42]([C:44]([O:46][CH3:47])=[O:45])[CH:41]=[CH:40][CH:39]=2)[CH:33]=1, predict the reaction product. (6) Given the reactants [Cl:1][C:2]1[C:3]([CH:14]=O)=[N:4][CH:5]=[C:6]([N:8]([CH:10]2[CH2:13][CH2:12][CH2:11]2)[CH3:9])[N:7]=1.[CH2:16]([NH:23][CH2:24][C@@H:25]([OH:29])[CH2:26][O:27][CH3:28])[C:17]1[CH:22]=[CH:21][CH:20]=[CH:19][CH:18]=1.C(O[BH-](OC(=O)C)OC(=O)C)(=O)C.[Na+].C(=O)([O-])O.[Na+], predict the reaction product. The product is: [CH2:16]([N:23]([CH2:14][C:3]1[C:2]([Cl:1])=[N:7][C:6]([N:8]([CH:10]2[CH2:11][CH2:12][CH2:13]2)[CH3:9])=[CH:5][N:4]=1)[CH2:24][C@@H:25]([OH:29])[CH2:26][O:27][CH3:28])[C:17]1[CH:22]=[CH:21][CH:20]=[CH:19][CH:18]=1. (7) Given the reactants O.ON1C2C=CC=CC=2N=N1.Cl.CN(C)CCCN=C=NCC.C(N(C(C)C)CC)(C)C.Cl.[C@@H:34]1([NH2:38])[CH2:36][C@@H:35]1[NH2:37].[Cl:39][C:40]1[CH:41]=[C:42]2[C:46](=[CH:47][CH:48]=1)[NH:45][C:44]([C:49](O)=[O:50])=[CH:43]2, predict the reaction product. The product is: [NH2:37][C@H:35]1[CH2:36][C@H:34]1[NH:38][C:49]([C:44]1[NH:45][C:46]2[C:42]([CH:43]=1)=[CH:41][C:40]([Cl:39])=[CH:48][CH:47]=2)=[O:50].